The task is: Predict which catalyst facilitates the given reaction.. This data is from Catalyst prediction with 721,799 reactions and 888 catalyst types from USPTO. Reactant: [Cl:1][C:2]1[N:7]=[C:6]([NH:8][NH2:9])[C:5]([O:10][CH3:11])=[CH:4][N:3]=1.C(O)(C)C.[N:16]#[C:17]Br.C([O-])([O-])=O.[Na+].[Na+]. Product: [NH2:16][C:17]1[N:7]2[C:2]([Cl:1])=[N:3][CH:4]=[C:5]([O:10][CH3:11])[C:6]2=[N:8][N:9]=1. The catalyst class is: 6.